From a dataset of Forward reaction prediction with 1.9M reactions from USPTO patents (1976-2016). Predict the product of the given reaction. (1) Given the reactants C([N:9]=[C:10]=[S:11])(=O)C1C=CC=CC=1.[NH2:12][C@:13]1([C:21]2[C:29]3[O:28][C:27]([F:31])([F:30])[O:26][C:25]=3[CH:24]=[CH:23][CH:22]=2)[C@H:18]([CH2:19]O)[CH2:17][CH2:16][O:15][CH2:14]1, predict the reaction product. The product is: [F:30][C:27]1([F:31])[O:26][C:25]2[CH:24]=[CH:23][CH:22]=[C:21]([C@@:13]34[N:12]=[C:10]([NH2:9])[S:11][CH2:19][C@@H:18]3[CH2:17][CH2:16][O:15][CH2:14]4)[C:29]=2[O:28]1. (2) Given the reactants [F:1][C:2]1[CH:18]=[CH:17][CH:16]=[C:15]([F:19])[C:3]=1[C:4]([NH:6][C:7]1[C:8]([C:12]([OH:14])=O)=[N:9][NH:10][CH:11]=1)=[O:5].[NH2:20][CH:21]1[CH2:26][CH2:25][N:24]([CH3:27])[CH2:23][CH2:22]1.CCN=C=NCCCN(C)C.C1C=CC2N(O)N=NC=2C=1, predict the reaction product. The product is: [CH3:27][N:24]1[CH2:25][CH2:26][CH:21]([NH:20][C:12]([C:8]2[C:7]([NH:6][C:4](=[O:5])[C:3]3[C:15]([F:19])=[CH:16][CH:17]=[CH:18][C:2]=3[F:1])=[CH:11][NH:10][N:9]=2)=[O:14])[CH2:22][CH2:23]1. (3) Given the reactants Br[C:2]1[CH:3]=[C:4]([CH2:23]/[CH:24]=[CH:25]/[C:26]2[CH:31]=[CH:30][CH:29]=[CH:28][CH:27]=2)[C:5]([O:19][CH2:20][CH2:21][CH3:22])=[C:6]([NH:8][C:9]([NH:11][C:12]2[CH:17]=[CH:16][C:15]([CH3:18])=[CH:14][CH:13]=2)=[O:10])[CH:7]=1.[C:32]([C:35]1[CH:40]=[CH:39][CH:38]=[CH:37][C:36]=1B(O)O)([OH:34])=[O:33].BrC1C=C(C(C2C=CC=CC=2)C=C)C(OCCC)=C(NC(NC2C=CC(C)=CC=2)=O)C=1, predict the reaction product. The product is: [CH2:23]([C:4]1[CH:3]=[C:2]([C:36]2[C:35]([C:32]([OH:34])=[O:33])=[CH:40][CH:39]=[CH:38][CH:37]=2)[CH:7]=[C:6]([NH:8][C:9]([NH:11][C:12]2[CH:17]=[CH:16][C:15]([CH3:18])=[CH:14][CH:13]=2)=[O:10])[C:5]=1[O:19][CH2:20][CH2:21][CH3:22])[CH:24]=[CH:25][C:26]1[CH:27]=[CH:28][CH:29]=[CH:30][CH:31]=1.